Regression. Given a peptide amino acid sequence and an MHC pseudo amino acid sequence, predict their binding affinity value. This is MHC class II binding data. From a dataset of Peptide-MHC class II binding affinity with 134,281 pairs from IEDB. (1) The peptide sequence is ILPIAEMSVVAMEFG. The MHC is DRB1_0101 with pseudo-sequence DRB1_0101. The binding affinity (normalized) is 0.571. (2) The peptide sequence is EHKYFAATQFEPLAA. The MHC is HLA-DQA10501-DQB10201 with pseudo-sequence HLA-DQA10501-DQB10201. The binding affinity (normalized) is 0.390. (3) The peptide sequence is EKKYFAAWQFEPLAA. The MHC is HLA-DPA10201-DPB10501 with pseudo-sequence HLA-DPA10201-DPB10501. The binding affinity (normalized) is 0.616. (4) The peptide sequence is IVLNHMTGAQSGKGT. The MHC is DRB1_0802 with pseudo-sequence DRB1_0802. The binding affinity (normalized) is 0.580. (5) The peptide sequence is APYVAWMRATAIQAE. The MHC is HLA-DPA10103-DPB10401 with pseudo-sequence HLA-DPA10103-DPB10401. The binding affinity (normalized) is 0.427. (6) The peptide sequence is EWVAMTKGEGGVWTFDSEEP. The MHC is DRB1_0802 with pseudo-sequence DRB1_0802. The binding affinity (normalized) is 0.512.